From a dataset of Peptide-MHC class II binding affinity with 134,281 pairs from IEDB. Regression. Given a peptide amino acid sequence and an MHC pseudo amino acid sequence, predict their binding affinity value. This is MHC class II binding data. The peptide sequence is NQEGSLKTALTGAMR. The MHC is DRB4_0101 with pseudo-sequence DRB4_0103. The binding affinity (normalized) is 0.220.